Dataset: Peptide-MHC class I binding affinity with 185,985 pairs from IEDB/IMGT. Task: Regression. Given a peptide amino acid sequence and an MHC pseudo amino acid sequence, predict their binding affinity value. This is MHC class I binding data. The peptide sequence is AEQASQDVKNW. The MHC is HLA-B40:02 with pseudo-sequence HLA-B40:02. The binding affinity (normalized) is 0.